From a dataset of Reaction yield outcomes from USPTO patents with 853,638 reactions. Predict the reaction yield, written as a fraction of the theoretical maximum amount of product (1.0 means a 100% yield; for example, 0.34 means a 34% yield). (1) The reactants are N1C=CC=CC=1.C([O:10][C:11](=[O:13])[CH3:12])(=O)C.[CH2:14]([NH:21][C:22]([N:24]1[CH2:29][CH2:28][CH:27]([CH2:30][CH2:31][CH2:32][C:33](=[O:36])[NH:34]O)[CH2:26][CH2:25]1)=[O:23])[C:15]1[CH:20]=[CH:19][CH:18]=[CH:17][CH:16]=1. The catalyst is C(Cl)Cl. The product is [CH2:14]([NH:21][C:22]([N:24]1[CH2:25][CH2:26][CH:27]([CH2:30][CH2:31][CH2:32][C:33](=[O:36])[NH:34][O:10][C:11](=[O:13])[CH3:12])[CH2:28][CH2:29]1)=[O:23])[C:15]1[CH:20]=[CH:19][CH:18]=[CH:17][CH:16]=1. The yield is 0.800. (2) The reactants are [C:1](=[O:20])([O:5][CH:6]([N:8]1[N:12]=[N:11][C:10]([C:13]2[N:17]([CH3:18])[N:16]=[CH:15][C:14]=2[I:19])=[N:9]1)[CH3:7])[O:2][CH2:3][CH3:4].C(=O)(O[C@@H](N1N=NC(C2N(C)N=CC=2I)=N1)C)OCC. No catalyst specified. The product is [C:1](=[O:20])([O:5][C@H:6]([N:8]1[N:12]=[N:11][C:10]([C:13]2[N:17]([CH3:18])[N:16]=[CH:15][C:14]=2[I:19])=[N:9]1)[CH3:7])[O:2][CH2:3][CH3:4]. The yield is 0.992. (3) The reactants are [CH3:1][O:2][C:3]1[CH:4]=[C:5]2[C:10](=[CH:11][C:12]=1[O:13][CH3:14])[N:9]=[CH:8][CH:7]=[C:6]2[O:15][C:16]1[C:17]([CH:23]([C:25]2[CH:30]=[CH:29][CH:28]=[CH:27][CH:26]=2)[OH:24])=[N:18][C:19]([CH3:22])=[CH:20][CH:21]=1.C(N(CC)CC)C.[C:38](OC(=O)C)(=[O:40])[CH3:39].O. The catalyst is C(Cl)(Cl)Cl.CN(C)C1C=CN=CC=1. The product is [C:38]([O:24][CH:23]([C:17]1[C:16]([O:15][C:6]2[C:5]3[C:10](=[CH:11][C:12]([O:13][CH3:14])=[C:3]([O:2][CH3:1])[CH:4]=3)[N:9]=[CH:8][CH:7]=2)=[CH:21][CH:20]=[C:19]([CH3:22])[N:18]=1)[C:25]1[CH:30]=[CH:29][CH:28]=[CH:27][CH:26]=1)(=[O:40])[CH3:39]. The yield is 0.890. (4) The reactants are [Br:1][C:2]1[CH:7]=[CH:6][C:5]([C:8]([CH:10]2[CH2:12][CH2:11]2)=[O:9])=[CH:4][CH:3]=1.C[Si]([C:17]([F:20])([F:19])[F:18])(C)C.[F-].C([N+](CCCC)(CCCC)CCCC)CCC. The catalyst is O1CCCC1. The product is [Br:1][C:2]1[CH:3]=[CH:4][C:5]([C:8]([CH:10]2[CH2:11][CH2:12]2)([OH:9])[C:17]([F:20])([F:19])[F:18])=[CH:6][CH:7]=1. The yield is 0.970. (5) The reactants are [OH:1][C:2]1[C:3]([CH2:20][N:21]2[CH2:26][CH2:25][N:24](C(OC(C)(C)C)=O)[CH2:23][CH2:22]2)=[C:4]2[C:8](=[CH:9][CH:10]=1)[N:7]([S:11]([C:14]1[CH:19]=[CH:18][CH:17]=[CH:16][CH:15]=1)(=[O:13])=[O:12])[CH:6]=[CH:5]2.Br[CH2:35][C:36]#[N:37].[OH-].[Na+]. The catalyst is C(Cl)Cl.S([O-])(O)(=O)=O.C([N+](CCCC)(CCCC)CCCC)CCC. The product is [C:14]1([S:11]([N:7]2[C:8]3[C:4](=[C:3]([CH2:20][N:21]4[CH2:22][CH2:23][NH:24][CH2:25][CH2:26]4)[C:2]([O:1][CH2:35][C:36]#[N:37])=[CH:10][CH:9]=3)[CH:5]=[CH:6]2)(=[O:12])=[O:13])[CH:15]=[CH:16][CH:17]=[CH:18][CH:19]=1. The yield is 0.0700. (6) The yield is 0.725. The catalyst is CN(C=O)C. The reactants are Br[CH2:2][CH2:3][CH2:4][CH:5]=[CH2:6].C([O-])([O-])=O.[K+].[K+].[C:13]1(=[O:23])[NH:17][C:16](=[O:18])[C:15]2=[CH:19][CH:20]=[CH:21][CH:22]=[C:14]12.[K].O. The product is [CH2:2]([N:17]1[C:13](=[O:23])[C:14]2[C:15](=[CH:19][CH:20]=[CH:21][CH:22]=2)[C:16]1=[O:18])[CH2:3][CH2:4][CH:5]=[CH2:6].